From a dataset of Forward reaction prediction with 1.9M reactions from USPTO patents (1976-2016). Predict the product of the given reaction. Given the reactants [CH3:1][C:2]([CH3:29])([CH2:7][CH2:8][C:9]1[S:10][C:11]([C:14]2[CH:19]=[CH:18][C:17]([NH:20][C:21](N3CCCCC3)=[O:22])=[CH:16][CH:15]=2)=[CH:12][N:13]=1)[C:3]([O:5][CH3:6])=[O:4].[F:30][C:31]1[CH:32]=[C:33]([CH:35]=[C:36]([F:39])[C:37]=1[F:38])[NH2:34], predict the reaction product. The product is: [CH3:1][C:2]([CH3:29])([CH2:7][CH2:8][C:9]1[S:10][C:11]([C:14]2[CH:15]=[CH:16][C:17]([NH:20][C:21]([NH:34][C:33]3[CH:32]=[C:31]([F:30])[C:37]([F:38])=[C:36]([F:39])[CH:35]=3)=[O:22])=[CH:18][CH:19]=2)=[CH:12][N:13]=1)[C:3]([O:5][CH3:6])=[O:4].